From a dataset of Forward reaction prediction with 1.9M reactions from USPTO patents (1976-2016). Predict the product of the given reaction. (1) Given the reactants [CH3:1][O:2][C:3](=[O:15])[C:4]1[CH:9]=[C:8](F)[CH:7]=[C:6]([NH2:11])[C:5]=1[N+:12]([O-:14])=[O:13].C(N(CC)CC)C.[O:23]([CH2:25][C:26]1[CH:31]=[CH:30][CH:29]=[CH:28][CH:27]=1)[Na].C(O)[C:33]1[CH:38]=[CH:37][CH:36]=[CH:35][CH:34]=1, predict the reaction product. The product is: [CH2:1]([O:2][C:3](=[O:15])[C:4]1[CH:9]=[C:8]([O:23][CH2:25][C:26]2[CH:31]=[CH:30][CH:29]=[CH:28][CH:27]=2)[CH:7]=[C:6]([NH2:11])[C:5]=1[N+:12]([O-:14])=[O:13])[C:33]1[CH:38]=[CH:37][CH:36]=[CH:35][CH:34]=1. (2) Given the reactants NS(N)(=O)=O.Cl[CH2:7][CH2:8][S:9]([N:12]1[CH2:17][CH2:16][CH:15]([C:18]2[C:26]3[C:21](=[C:22]([C:32]([NH2:34])=[O:33])[CH:23]=[C:24]([C:27]4[CH:31]=[CH:30][S:29][CH:28]=4)[CH:25]=3)[NH:20][CH:19]=2)[CH2:14][CH2:13]1)(=[O:11])=[O:10].[CH3:35][NH:36][CH3:37].C1COCC1.C([O-])([O-])=O.[K+].[K+].[Na+].[I-], predict the reaction product. The product is: [CH3:35][N:36]([CH3:37])[CH2:7][CH2:8][S:9]([N:12]1[CH2:17][CH2:16][CH:15]([C:18]2[C:26]3[C:21](=[C:22]([C:32]([NH2:34])=[O:33])[CH:23]=[C:24]([C:27]4[CH:31]=[CH:30][S:29][CH:28]=4)[CH:25]=3)[NH:20][CH:19]=2)[CH2:14][CH2:13]1)(=[O:11])=[O:10].